From a dataset of Forward reaction prediction with 1.9M reactions from USPTO patents (1976-2016). Predict the product of the given reaction. Given the reactants [CH:1]([C:3]1[CH:11]=[CH:10][C:6]([C:7]([OH:9])=O)=[CH:5][CH:4]=1)=[O:2].ON1C2C=CC=CC=2N=N1.Cl.CN(C)CCCN=C=NCC.Cl.[CH3:35][O:36][C:37](=[O:41])[CH2:38][CH2:39][NH2:40], predict the reaction product. The product is: [CH3:35][O:36][C:37](=[O:41])[CH2:38][CH2:39][NH:40][C:7](=[O:9])[C:6]1[CH:5]=[CH:4][C:3]([CH:1]=[O:2])=[CH:11][CH:10]=1.